Dataset: TCR-epitope binding with 47,182 pairs between 192 epitopes and 23,139 TCRs. Task: Binary Classification. Given a T-cell receptor sequence (or CDR3 region) and an epitope sequence, predict whether binding occurs between them. (1) The epitope is GLNKIVRMY. The TCR CDR3 sequence is CASSQDLEGRRNQPQHF. Result: 0 (the TCR does not bind to the epitope). (2) The epitope is VTEHDTLLY. The TCR CDR3 sequence is CASSLGLGPSYEQYF. Result: 0 (the TCR does not bind to the epitope). (3) The epitope is NLDSKVGGNY. The TCR CDR3 sequence is CASSYGQATDTQYF. Result: 0 (the TCR does not bind to the epitope). (4) The epitope is AIMTRCLAV. The TCR CDR3 sequence is CASSLEPGRERNSGNTIYF. Result: 0 (the TCR does not bind to the epitope). (5) The epitope is FLPRVFSAV. The TCR CDR3 sequence is CASSLGGGNSNQPQHF. Result: 0 (the TCR does not bind to the epitope). (6) The epitope is MPASWVMRI. The TCR CDR3 sequence is CSASPSVWGNEQFF. Result: 0 (the TCR does not bind to the epitope). (7) The epitope is TTLPVNVAF. Result: 0 (the TCR does not bind to the epitope). The TCR CDR3 sequence is CASSLSYSSTNEKLFF. (8) The epitope is GTSGSPIINR. The TCR CDR3 sequence is CASSLGPENEQFF. Result: 1 (the TCR binds to the epitope).